This data is from Full USPTO retrosynthesis dataset with 1.9M reactions from patents (1976-2016). The task is: Predict the reactants needed to synthesize the given product. (1) Given the product [F:1][C:2]([F:7])([F:6])[C:3]([OH:5])=[O:4].[CH3:8][O:9][C:10]1[CH:11]=[C:12]2[C:16](=[CH:17][C:18]=1[O:19][CH3:20])[N:15]([CH2:21][CH2:22][CH2:23][N:24]1[CH2:29][CH2:28][N:27]([CH2:30][CH2:31][OH:32])[CH2:26][CH2:25]1)[CH:14]=[C:13]2[C:33]1[NH:41][C:36]2=[N:37][CH:38]=[CH:39][CH:40]=[C:35]2[CH:34]=1, predict the reactants needed to synthesize it. The reactants are: [F:1][C:2]([F:7])([F:6])[C:3]([OH:5])=[O:4].[CH3:8][O:9][C:10]1[CH:11]=[C:12]2[C:16](=[CH:17][C:18]=1[O:19][CH3:20])[N:15]([CH2:21][CH2:22][CH2:23][N:24]1[CH2:29][CH2:28][N:27]([CH2:30][CH2:31][OH:32])[CH2:26][CH2:25]1)[CH:14]=[C:13]2[C:33]1[N:41](S(C2C=CC(C)=CC=2)(=O)=O)[C:36]2=[N:37][CH:38]=[CH:39][CH:40]=[C:35]2[CH:34]=1.[OH-].[K+]. (2) Given the product [C:31]1([N:37]2[C:12]3=[N:13][CH:14]=[CH:15][CH:16]=[C:11]3[C:10]([OH:17])=[N:38]2)[CH:36]=[CH:35][CH:34]=[CH:33][CH:32]=1, predict the reactants needed to synthesize it. The reactants are: N1C2=NC=CC=C2C=N1.[C:10](Cl)(=[O:17])[C:11]1[CH:16]=[CH:15][CH:14]=[N:13][CH:12]=1.ClC1N=CC=CC=1C(Cl)=O.NN.[C:31]1([NH:37][NH2:38])[CH:36]=[CH:35][CH:34]=[CH:33][CH:32]=1. (3) Given the product [CH3:1][N:2]([CH3:32])[C:3]1[CH:8]=[CH:7][C:6]([C:9]2[CH:10]=[C:11]3[C:17]([N:18]4[CH2:23][CH2:22][O:21][CH2:20][CH2:19]4)=[CH:16][NH:15][C:12]3=[N:13][CH:14]=2)=[CH:5][CH:4]=1, predict the reactants needed to synthesize it. The reactants are: [CH3:1][N:2]([CH3:32])[C:3]1[CH:8]=[CH:7][C:6]([C:9]2[CH:10]=[C:11]3[C:17]([N:18]4[CH2:23][CH2:22][O:21][CH2:20][CH2:19]4)=[CH:16][N:15](COCC[Si](C)(C)C)[C:12]3=[N:13][CH:14]=2)=[CH:5][CH:4]=1.Cl.C([O-])(O)=O.[Na+].